The task is: Predict the reaction yield, written as a fraction of the theoretical maximum amount of product (1.0 means a 100% yield; for example, 0.34 means a 34% yield).. This data is from Reaction yield outcomes from USPTO patents with 853,638 reactions. (1) The reactants are Cl[C:2]1[N:10]=[CH:9][N:8]=[C:7]2[C:3]=1[N:4]=[CH:5][N:6]2[C:11]1[CH:12]=[C:13]([CH:20]=[CH:21][C:22]=1[CH3:23])[C:14]([NH:16][CH:17]1[CH2:19][CH2:18]1)=[O:15].[NH2:24][C:25]1[CH:30]=[CH:29][CH:28]=[CH:27][CH:26]=1. The catalyst is O1CCOCC1. The product is [CH:17]1([NH:16][C:14](=[O:15])[C:13]2[CH:20]=[CH:21][C:22]([CH3:23])=[C:11]([N:6]3[CH:5]=[N:4][C:3]4[C:7]3=[N:8][CH:9]=[N:10][C:2]=4[NH:24][C:25]3[CH:30]=[CH:29][CH:28]=[CH:27][CH:26]=3)[CH:12]=2)[CH2:19][CH2:18]1. The yield is 0.460. (2) The yield is 0.770. The catalyst is CN(C)C=O. The reactants are [C:1]([O:5][C:6]([NH:8][CH2:9][C:10]1[C:11]([C:27]2[CH:32]=[CH:31][C:30]([CH3:33])=[CH:29][CH:28]=2)=[C:12]([CH2:23][C:24]([OH:26])=O)[C:13]([CH2:21][CH3:22])=[N:14][C:15]=1[CH2:16][C:17]([CH3:20])([CH3:19])[CH3:18])=[O:7])([CH3:4])([CH3:3])[CH3:2].Cl.[CH3:35][S:36]([C:39]1[CH:40]=[C:41]([CH:43]=[CH:44][CH:45]=1)[NH2:42])(=[O:38])=[O:37].C(N(CC)C(C)C)(C)C.F[P-](F)(F)(F)(F)F.N1(OC(N(C)C)=[N+](C)C)C2N=CC=CC=2N=N1. The product is [C:1]([O:5][C:6](=[O:7])[NH:8][CH2:9][C:10]1[C:15]([CH2:16][C:17]([CH3:18])([CH3:20])[CH3:19])=[N:14][C:13]([CH2:21][CH3:22])=[C:12]([CH2:23][C:24]([NH:42][C:41]2[CH:43]=[CH:44][CH:45]=[C:39]([S:36]([CH3:35])(=[O:38])=[O:37])[CH:40]=2)=[O:26])[C:11]=1[C:27]1[CH:32]=[CH:31][C:30]([CH3:33])=[CH:29][CH:28]=1)([CH3:3])([CH3:4])[CH3:2]. (3) The reactants are [CH3:1][O:2][C:3](=[O:12])[CH2:4][C:5](=O)[CH:6](Br)[CH2:7][CH2:8][CH3:9].[F:13][C:14]([F:25])([F:24])[C:15]1[CH:23]=[CH:22][C:18]([C:19]([NH2:21])=[S:20])=[CH:17][CH:16]=1. The catalyst is C(O)C. The product is [CH3:1][O:2][C:3](=[O:12])[CH2:4][C:5]1[N:21]=[C:19]([C:18]2[CH:17]=[CH:16][C:15]([C:14]([F:24])([F:13])[F:25])=[CH:23][CH:22]=2)[S:20][C:6]=1[CH2:7][CH2:8][CH3:9]. The yield is 0.980. (4) The reactants are [C:1]([O:5][C:6]([NH:8][C@@H:9]([CH2:13][C:14]1[CH:19]=[C:18]([F:20])[CH:17]=[C:16]([F:21])[CH:15]=1)[C:10]([OH:12])=[O:11])=[O:7])([CH3:4])([CH3:3])[CH3:2].[C:22](=O)([O-])[O-].[K+].[K+].S(OC)(OC)(=O)=O. The catalyst is C1COCC1. The product is [CH3:22][O:11][C:10](=[O:12])[C@@H:9]([NH:8][C:6]([O:5][C:1]([CH3:4])([CH3:2])[CH3:3])=[O:7])[CH2:13][C:14]1[CH:15]=[C:16]([F:21])[CH:17]=[C:18]([F:20])[CH:19]=1. The yield is 0.970. (5) The reactants are C(N)C1C=CC=CC=1.[NH2:9][CH2:10][C:11]1[CH:12]=[N:13][CH:14]=[CH:15][CH:16]=1.[F:17][C:18]1[CH:41]=[CH:40][C:21]([CH2:22][N:23]([CH3:39])[C:24]2[N:29]=[C:28]([C:30]3[S:31][C:32]([C:36](O)=[O:37])=[C:33]([CH3:35])[N:34]=3)[CH:27]=[N:26][CH:25]=2)=[CH:20][CH:19]=1. No catalyst specified. The product is [N:13]1[CH:14]=[CH:15][CH:16]=[C:11]([CH2:10][NH:9][C:36]([C:32]2[S:31][C:30]([C:28]3[CH:27]=[N:26][CH:25]=[C:24]([N:23]([CH2:22][C:21]4[CH:40]=[CH:41][C:18]([F:17])=[CH:19][CH:20]=4)[CH3:39])[N:29]=3)=[N:34][C:33]=2[CH3:35])=[O:37])[CH:12]=1. The yield is 0.820.